From a dataset of NCI-60 drug combinations with 297,098 pairs across 59 cell lines. Regression. Given two drug SMILES strings and cell line genomic features, predict the synergy score measuring deviation from expected non-interaction effect. Drug 1: CC1=CC=C(C=C1)C2=CC(=NN2C3=CC=C(C=C3)S(=O)(=O)N)C(F)(F)F. Drug 2: COCCOC1=C(C=C2C(=C1)C(=NC=N2)NC3=CC=CC(=C3)C#C)OCCOC.Cl. Cell line: MDA-MB-231. Synergy scores: CSS=3.25, Synergy_ZIP=-1.42, Synergy_Bliss=-1.85, Synergy_Loewe=-1.42, Synergy_HSA=-2.16.